Dataset: Full USPTO retrosynthesis dataset with 1.9M reactions from patents (1976-2016). Task: Predict the reactants needed to synthesize the given product. (1) Given the product [CH2:11]([S:8]([NH:7][CH2:6][C:5]1[CH:13]=[CH:14][C:2]([CH:17]([CH3:23])[C:18]([O:20][CH2:21][CH3:22])=[O:19])=[CH:3][C:4]=1[F:15])(=[O:10])=[O:9])[CH3:12], predict the reactants needed to synthesize it. The reactants are: Br[C:2]1[CH:14]=[CH:13][C:5]([CH2:6][NH:7][S:8]([CH2:11][CH3:12])(=[O:10])=[O:9])=[C:4]([F:15])[CH:3]=1.Cl[CH:17]([CH3:23])[C:18]([O:20][CH2:21][CH3:22])=[O:19].FC(F)(F)C(O)=O. (2) Given the product [ClH:25].[Cl:25][CH2:26][CH2:27][C:28]([C:15]1[CH:16]=[CH:17][C:18]2[N:6]([CH2:5][CH2:4][N:3]([CH2:1][CH3:2])[CH2:19][CH3:20])[C:7]3[C:12]([C:13]=2[CH:14]=1)=[CH:11][C:10]([C:28](=[O:29])[CH2:27][CH2:26][Cl:22])=[CH:9][CH:8]=3)=[O:29], predict the reactants needed to synthesize it. The reactants are: [CH2:1]([N:3]([CH2:19][CH3:20])[CH2:4][CH2:5][N:6]1[C:18]2[CH:17]=[CH:16][CH:15]=[CH:14][C:13]=2[C:12]2[C:7]1=[CH:8][CH:9]=[CH:10][CH:11]=2)[CH3:2].[Al+3].[Cl-:22].[Cl-].[Cl-].[Cl:25][CH2:26][CH2:27][C:28](Cl)=[O:29].Cl. (3) Given the product [O:1]=[C:2]1[CH2:7][O:6][C@H:5]([C:8]2[CH:13]=[C:12]([F:14])[C:11]([F:15])=[CH:10][C:9]=2[F:16])[C@@H:4]([NH:17][C:18](=[O:24])[O:19][C:20]([CH3:22])([CH3:21])[CH3:23])[CH2:3]1, predict the reactants needed to synthesize it. The reactants are: [OH:1][C:2]1(CO)[CH2:7][O:6][C@H:5]([C:8]2[CH:13]=[C:12]([F:14])[C:11]([F:15])=[CH:10][C:9]=2[F:16])[C@@H:4]([NH:17][C:18](=[O:24])[O:19][C:20]([CH3:23])([CH3:22])[CH3:21])[CH2:3]1.I([O-])(=O)(=O)=O.[Na+]. (4) Given the product [CH3:12][C:13]1[S:17][C:16]([C:18]([OH:20])=[O:19])=[CH:15][C:14]=1[N+:8]([O-:11])=[O:9], predict the reactants needed to synthesize it. The reactants are: C(OC(=O)C)(=O)C.[N+:8]([O-:11])(O)=[O:9].[CH3:12][C:13]1[S:17][C:16]([C:18]([OH:20])=[O:19])=[CH:15][CH:14]=1. (5) Given the product [CH:11]([C:4]1[C:3]2[N:2]=[C:21]3[CH:20]([CH3:24])[NH:19][CH2:16][CH2:17][N:10]3[C:8](=[O:9])[C:7]=2[N:6]([CH3:25])[N:5]=1)([CH3:12])[CH3:15], predict the reactants needed to synthesize it. The reactants are: [123I-].[NH2:2][C:3]1[C:4]([CH:11]2[CH2:15]CC[CH2:12]2)=[N:5][NH:6][C:7]=1[C:8]([NH2:10])=[O:9].[C:16]([NH:19][CH:20]([CH3:24])[C:21](O)=O)(=O)[CH3:17].[C:25](NCC(O)=O)(=O)C. (6) The reactants are: Cl[C:2]1[C:7]([O:8][CH3:9])=[CH:6][CH:5]=[CH:4][N:3]=1.O.[NH2:11][NH2:12]. Given the product [CH3:9][O:8][C:7]1[C:2]([NH:11][NH2:12])=[N:3][CH:4]=[CH:5][CH:6]=1, predict the reactants needed to synthesize it. (7) The reactants are: [Cl:1][C:2]1[CH:18]=[CH:17][C:5]2[CH2:6][CH2:7][N:8]([C:11](=[O:16])[C:12]([F:15])([F:14])[F:13])[CH2:9][CH2:10][C:4]=2[C:3]=1OS(C(F)(F)F)(=O)=O.[CH:27]1([C:30]([NH:32][CH2:33][C:34]2[CH:41]=[CH:40][C:37]([CH2:38][NH2:39])=[CH:36][CH:35]=2)=[O:31])[CH2:29][CH2:28]1.C1C=CC(P(C2C(C3C(P(C4C=CC=CC=4)C4C=CC=CC=4)=CC=C4C=3C=CC=C4)=C3C(C=CC=C3)=CC=2)C2C=CC=CC=2)=CC=1.C(=O)([O-])[O-].[Cs+].[Cs+]. Given the product [Cl:1][C:2]1[CH:18]=[CH:17][C:5]2[CH2:6][CH2:7][N:8]([C:11](=[O:16])[C:12]([F:15])([F:14])[F:13])[CH2:9][CH2:10][C:4]=2[C:3]=1[NH:39][CH2:38][C:37]1[CH:40]=[CH:41][C:34]([CH2:33][NH:32][C:30]([CH:27]2[CH2:28][CH2:29]2)=[O:31])=[CH:35][CH:36]=1, predict the reactants needed to synthesize it. (8) Given the product [N:38]1([C:41]2[C:46]([NH:47][C:55]3[C:64]4[C:59](=[CH:60][C:61]([F:66])=[CH:62][C:63]=4[F:65])[N:58]=[C:57]([C:67]4[C:68]([O:73][CH3:74])=[N:69][CH:70]=[CH:71][CH:72]=4)[C:56]=3[CH3:75])=[CH:45][C:44]([N:48]3[CH2:49][CH2:50][O:51][CH2:52][CH2:53]3)=[CH:43][N:42]=2)[CH2:39][CH2:40][O:35][CH2:36][CH2:37]1, predict the reactants needed to synthesize it. The reactants are: C1(P(C2CCCCC2)C2C=CC=CC=2C2C(C(C)C)=CC(C(C)C)=CC=2C(C)C)CCCCC1.[O:35]1[CH2:40][CH2:39][N:38]([C:41]2[C:46]([NH2:47])=[CH:45][C:44]([N:48]3[CH2:53][CH2:52][O:51][CH2:50][CH2:49]3)=[CH:43][N:42]=2)[CH2:37][CH2:36]1.Cl[C:55]1[C:64]2[C:59](=[CH:60][C:61]([F:66])=[CH:62][C:63]=2[F:65])[N:58]=[C:57]([C:67]2[C:68]([O:73][CH3:74])=[N:69][CH:70]=[CH:71][CH:72]=2)[C:56]=1[CH3:75].CC(C)([O-])C.[Na+].